From a dataset of Forward reaction prediction with 1.9M reactions from USPTO patents (1976-2016). Predict the product of the given reaction. (1) Given the reactants [Br:1][C:2]1[C:7]([CH3:8])=[CH:6][C:5]([OH:9])=[CH:4][C:3]=1[CH3:10].Br[CH:12]1[CH2:16][CH2:15][N:14]([CH3:17])[C:13]1=[O:18].C([O-])([O-])=O.[K+].[K+], predict the reaction product. The product is: [Br:1][C:2]1[C:7]([CH3:8])=[CH:6][C:5]([O:9][CH:12]2[CH2:16][CH2:15][N:14]([CH3:17])[C:13]2=[O:18])=[CH:4][C:3]=1[CH3:10]. (2) Given the reactants [ClH:1].C(OC([N:9]1[CH2:14][CH2:13][N:12]([C:15]2[CH:16]=[N:17][C:18]([NH:21][C:22]3[N:23]=[CH:24][C:25]4[CH:31]=[C:30]([C:32](=[O:34])[CH3:33])[C:29](=[O:35])[N:28]([CH:36]5[CH2:40][CH2:39][CH2:38][CH2:37]5)[C:26]=4[N:27]=3)=[CH:19][CH:20]=2)[CH2:11][CH2:10]1)=O)(C)(C)C, predict the reaction product. The product is: [ClH:1].[C:32]([C:30]1[C:29](=[O:35])[N:28]([CH:36]2[CH2:40][CH2:39][CH2:38][CH2:37]2)[C:26]2[N:27]=[C:22]([NH:21][C:18]3[CH:19]=[CH:20][C:15]([N:12]4[CH2:11][CH2:10][NH:9][CH2:14][CH2:13]4)=[CH:16][N:17]=3)[N:23]=[CH:24][C:25]=2[CH:31]=1)(=[O:34])[CH3:33].